The task is: Predict the reactants needed to synthesize the given product.. This data is from Full USPTO retrosynthesis dataset with 1.9M reactions from patents (1976-2016). Given the product [F:17][C:18]1[CH:19]=[CH:20][C:21]([C:24]2[O:26][N:29]=[C:1]([CH2:3][C@@H:4]([NH:6][C:7](=[O:13])[O:8][C:9]([CH3:12])([CH3:11])[CH3:10])[CH3:5])[N:2]=2)=[N:22][CH:23]=1, predict the reactants needed to synthesize it. The reactants are: [C:1]([CH2:3][C@@H:4]([NH:6][C:7](=[O:13])[O:8][C:9]([CH3:12])([CH3:11])[CH3:10])[CH3:5])#[N:2].NO.Cl.[F:17][C:18]1[CH:19]=[CH:20][C:21]([C:24]([OH:26])=O)=[N:22][CH:23]=1.C(N1C=CN=C1)([N:29]1C=CN=C1)=O.